This data is from Full USPTO retrosynthesis dataset with 1.9M reactions from patents (1976-2016). The task is: Predict the reactants needed to synthesize the given product. (1) Given the product [Cl:21][C:22]1[N:27]=[CH:26][C:25]([CH2:28][N:29]([CH2:30][CH:31]([F:33])[F:32])[C:13]2[CH2:12][O:11][C:10](=[O:9])[CH:14]=2)=[CH:24][CH:23]=1, predict the reactants needed to synthesize it. The reactants are: S([O-])(O)(=O)=O.[K+].C([O:9][C:10]1[O:11][CH2:12][C:13](=O)[C:14]=1C(OCC)=O)C.[Cl:21][C:22]1[N:27]=[CH:26][C:25]([CH2:28][NH:29][CH2:30][CH:31]([F:33])[F:32])=[CH:24][CH:23]=1. (2) Given the product [C:16]1([C:22]2([NH:25][S:2]([C:5]3[CH:14]=[CH:13][C:8]([C:9]([O:11][CH3:12])=[O:10])=[CH:7][CH:6]=3)(=[O:4])=[O:3])[CH2:24][CH2:23]2)[CH:21]=[CH:20][CH:19]=[CH:18][CH:17]=1, predict the reactants needed to synthesize it. The reactants are: Cl[S:2]([C:5]1[CH:14]=[CH:13][C:8]([C:9]([O:11][CH3:12])=[O:10])=[CH:7][CH:6]=1)(=[O:4])=[O:3].Cl.[C:16]1([C:22]2([NH2:25])[CH2:24][CH2:23]2)[CH:21]=[CH:20][CH:19]=[CH:18][CH:17]=1. (3) Given the product [C:21]([O:27][CH2:28][C@@H:29]([O:30][C:31]([CH3:34])([CH3:33])[CH3:32])[C:35]1[C:36]([C:5]2[CH:10]=[CH:11][C:2]([Cl:1])=[CH:3][CH:4]=2)=[C:37]2[C:42](=[CH:43][C:44]=1[CH3:45])[N:41]=[C:40]([C:46]([F:49])([F:48])[F:47])[CH:39]=[CH:38]2)(=[O:26])[C:22]([CH3:25])([CH3:24])[CH3:23], predict the reactants needed to synthesize it. The reactants are: [Cl:1][C:2]1[CH:11]=[C:10]2[C:5](C=CC(C)=N2)=[C:4]([C:5]2[CH:10]=[CH:11][C:2]([Cl:1])=[CH:3][CH:4]=2)[C:3]=1O.[C:21]([O:27][CH2:28][C@H:29]([C:35]1[C:36](Br)=[C:37]2[C:42](=[CH:43][C:44]=1[CH3:45])[N:41]=[C:40]([C:46]([F:49])([F:48])[F:47])[CH:39]=[CH:38]2)[O:30][C:31]([CH3:34])([CH3:33])[CH3:32])(=[O:26])[C:22]([CH3:25])([CH3:24])[CH3:23].